Dataset: Full USPTO retrosynthesis dataset with 1.9M reactions from patents (1976-2016). Task: Predict the reactants needed to synthesize the given product. (1) Given the product [OH:19][C:12]1[C:13]([CH2:7][N:1]2[CH2:6][CH2:5][O:4][CH2:3][CH2:2]2)=[CH:14][C:15]([CH:17]=[O:18])=[CH:16][C:11]=1[O:10][CH3:9], predict the reactants needed to synthesize it. The reactants are: [NH:1]1[CH2:6][CH2:5][O:4][CH2:3][CH2:2]1.[CH2:7]=O.[CH3:9][O:10][C:11]1[CH:16]=[C:15]([CH:17]=[O:18])[CH:14]=[CH:13][C:12]=1[OH:19]. (2) Given the product [CH2:1]([N:8]1[CH2:15][CH:14]2[CH2:16][CH:10]([C:11]3[N:12]([C:17](=[O:26])[CH:18]=[C:19]([CH2:21][OH:22])[CH:20]=3)[CH2:13]2)[CH2:9]1)[C:2]1[CH:3]=[CH:4][CH:5]=[CH:6][CH:7]=1, predict the reactants needed to synthesize it. The reactants are: [CH2:1]([N:8]1[CH2:15][CH:14]2[CH2:16][CH:10]([C:11]3[N:12]([C:17](=[O:26])[CH:18]=[C:19]([CH2:21][O:22]COC)[CH:20]=3)[CH2:13]2)[CH2:9]1)[C:2]1[CH:7]=[CH:6][CH:5]=[CH:4][CH:3]=1.FC(F)(F)C(O)=O. (3) Given the product [F:22][C:18]1([F:23])[O:17][C:16]([F:24])([F:25])[C:15]([F:26])([F:27])[N:14]([C:2]([F:28])([F:1])[C:3]([F:13])=[C:7]([F:12])[C:8]([F:10])([F:53])[O:51][CH3:52])[C:19]1([F:21])[F:20], predict the reactants needed to synthesize it. The reactants are: [F:1][C:2]([F:28])([N:14]1[C:19]([F:21])([F:20])[C:18]([F:23])([F:22])[O:17][C:16]([F:25])([F:24])[C:15]1([F:27])[F:26])[C:3]([F:13])([C:7]([F:12])(F)[C:8]([F:10])=O)C(F)=O.O1CCN(CC(CC(OC)=O)C(OC)=O)CC1.S([O:51][CH3:52])(OC)(=O)=O.[F-:53].[K+]. (4) Given the product [F:37][C:34]1[CH:35]=[CH:36][C:31]([CH2:30][N:20]2[N:19]=[C:18]([C:10]3[C:11]4[C:16](=[CH:15][CH:14]=[C:13]([F:17])[CH:12]=4)[N:8]([CH2:7][C:6]([OH:39])=[O:5])[C:9]=3[CH3:38])[C:23]3[CH:24]=[CH:25][CH:26]=[CH:27][C:22]=3[S:21]2(=[O:28])=[O:29])=[CH:32][CH:33]=1, predict the reactants needed to synthesize it. The reactants are: C([O:5][C:6](=[O:39])[CH2:7][N:8]1[C:16]2[C:11](=[CH:12][C:13]([F:17])=[CH:14][CH:15]=2)[C:10]([C:18]2[C:23]3[CH:24]=[CH:25][CH:26]=[CH:27][C:22]=3[S:21](=[O:29])(=[O:28])[N:20]([CH2:30][C:31]3[CH:36]=[CH:35][C:34]([F:37])=[CH:33][CH:32]=3)[N:19]=2)=[C:9]1[CH3:38])(C)(C)C.C(O)(C(F)(F)F)=O. (5) Given the product [NH2:31][C:27]1[N:28]=[CH:29][N:30]=[C:25]([N:19]2[CH2:20][CH2:21][C@H:16]([C:10]3[N:11]([CH2:13][CH2:14][OH:15])[CH:12]=[C:8]([C:5]4[CH:6]=[CH:7][C:2]([F:1])=[C:3]([CH3:23])[CH:4]=4)[N:9]=3)[C@H:17]([F:22])[CH2:18]2)[C:26]=1[CH:32]([CH3:34])[CH3:33], predict the reactants needed to synthesize it. The reactants are: [F:1][C:2]1[CH:7]=[CH:6][C:5]([C:8]2[N:9]=[C:10]([C@H:16]3[CH2:21][CH2:20][NH:19][CH2:18][C@H:17]3[F:22])[N:11]([CH2:13][CH2:14][OH:15])[CH:12]=2)=[CH:4][C:3]=1[CH3:23].Cl[C:25]1[N:30]=[CH:29][N:28]=[C:27]([NH2:31])[C:26]=1[CH:32]([CH3:34])[CH3:33]. (6) The reactants are: [CH2:1]([N:3]([CH2:31][CH3:32])[C:4](=[O:30])[C:5]1[CH:10]=[CH:9][C:8]([O:11][C:12]2[N:17]=[C:16]([O:18][C:19]3[CH:24]=[CH:23][C:22]([O:25][CH3:26])=[CH:21][CH:20]=3)[C:15]([N+:27]([O-])=O)=[CH:14][N:13]=2)=[CH:7][CH:6]=1)[CH3:2].[H][H]. Given the product [NH2:27][C:15]1[C:16]([O:18][C:19]2[CH:20]=[CH:21][C:22]([O:25][CH3:26])=[CH:23][CH:24]=2)=[N:17][C:12]([O:11][C:8]2[CH:9]=[CH:10][C:5]([C:4]([N:3]([CH2:1][CH3:2])[CH2:31][CH3:32])=[O:30])=[CH:6][CH:7]=2)=[N:13][CH:14]=1, predict the reactants needed to synthesize it. (7) Given the product [ClH:1].[ClH:1].[NH2:21][C:18]1[CH:19]=[CH:20][C:15]([O:14][C:11]2[N:12]=[CH:13][C:8]([NH:7][C:5](=[O:6])[C:4]3[CH:29]=[CH:30][C:31]([Cl:32])=[C:2]([Cl:1])[CH:3]=3)=[CH:9][CH:10]=2)=[CH:16][CH:17]=1, predict the reactants needed to synthesize it. The reactants are: [Cl:1][C:2]1[CH:3]=[C:4]([CH:29]=[CH:30][C:31]=1[Cl:32])[C:5]([NH:7][C:8]1[CH:9]=[CH:10][C:11]([O:14][C:15]2[CH:20]=[CH:19][C:18]([NH:21]C(=O)OC(C)(C)C)=[CH:17][CH:16]=2)=[N:12][CH:13]=1)=[O:6]. (8) The reactants are: [NH:1]1[CH:5]=[C:4]([C:6]([O:8]CC)=[O:7])[CH:3]=[N:2]1.C([O-])([O-])=O.[K+].[K+].[F:17][C:18]1[CH:25]=[CH:24][C:21]([CH2:22]Br)=[CH:20][CH:19]=1.[OH-].[K+]. Given the product [F:17][C:18]1[CH:25]=[CH:24][C:21]([CH2:22][N:2]2[CH:3]=[C:4]([C:6]([OH:8])=[O:7])[CH:5]=[N:1]2)=[CH:20][CH:19]=1, predict the reactants needed to synthesize it. (9) The reactants are: [O:1]1[N:5]=[CH:4][C:3]([C:6]([OH:8])=O)=[N:2]1.[Cl:9][C:10]1[CH:11]=[C:12]([CH:14]=[CH:15][CH:16]=1)[NH2:13]. Given the product [Cl:9][C:10]1[CH:11]=[C:12]([NH:13][C:6]([C:3]2[CH:4]=[N:5][O:1][N:2]=2)=[O:8])[CH:14]=[CH:15][CH:16]=1, predict the reactants needed to synthesize it. (10) Given the product [O:7]1[C:11]2([CH2:16][CH2:15][CH:14]([CH2:17][NH2:18])[CH2:13][CH2:12]2)[O:10][CH2:9][CH2:8]1, predict the reactants needed to synthesize it. The reactants are: [H-].[Al+3].[Li+].[H-].[H-].[H-].[O:7]1[C:11]2([CH2:16][CH2:15][CH:14]([C:17]#[N:18])[CH2:13][CH2:12]2)[O:10][CH2:9][CH2:8]1.